From a dataset of Full USPTO retrosynthesis dataset with 1.9M reactions from patents (1976-2016). Predict the reactants needed to synthesize the given product. (1) Given the product [Br:1][CH:2]([P:9](=[O:10])([OH:14])[OH:12])[C:3]1[CH:8]=[CH:7][CH:6]=[CH:5][CH:4]=1, predict the reactants needed to synthesize it. The reactants are: [Br:1][CH:2]([P:9](=[O:14])([O:12]C)[O:10]C)[C:3]1[CH:8]=[CH:7][CH:6]=[CH:5][CH:4]=1.C[Si](Br)(C)C. (2) Given the product [CH2:19]([CH:8]1[C:9](=[O:10])[C:4]2[CH:3]=[CH:2][S:1][C:5]=2[CH2:6][CH2:7]1)[CH2:20][CH3:21], predict the reactants needed to synthesize it. The reactants are: [S:1]1[C:5]2[CH2:6][CH2:7][CH2:8][C:9](=[O:10])[C:4]=2[CH:3]=[CH:2]1.C(B(CC)CC)C.I[CH2:19][CH2:20][CH3:21].[OH-].[Na+].OO. (3) Given the product [CH:16]([NH:15][C:7]1[C:8]([CH2:13][CH3:14])=[CH:9][C:10]([CH2:11][CH3:12])=[C:5]([NH:4][CH:1]([CH3:2])[CH3:3])[C:6]=1[CH3:19])([CH3:17])[CH3:18], predict the reactants needed to synthesize it. The reactants are: [C:1](=[N:4][C:5]1[C:10]([CH2:11][CH3:12])=[CH:9][C:8]([CH2:13][CH3:14])=[C:7]([N:15]=[C:16]([CH3:18])[CH3:17])[C:6]=1[CH3:19])([CH3:3])[CH3:2].C(O)C. (4) Given the product [O:17]=[C:7]1[NH:6][C:5]2[CH:4]=[C:3]([CH2:2][N:38]3[CH2:39][CH2:40][N:35]([C:41]4[CH:48]=[CH:47][C:44]([C:45]#[N:46])=[CH:43][N:42]=4)[CH2:36][CH2:37]3)[CH:12]=[N:11][C:10]=2[N:9]2[CH2:13][CH2:14][S:15][CH2:16][C@@H:8]12, predict the reactants needed to synthesize it. The reactants are: O[CH2:2][C:3]1[CH:12]=[N:11][C:10]2[N:9]3[CH2:13][CH2:14][S:15][CH2:16][C@H:8]3[C:7](=[O:17])[NH:6][C:5]=2[CH:4]=1.[I-].C(C[P+](C)(C)C)#N.C(N(C(C)C)C(C)C)C.[N:35]1([C:41]2[CH:48]=[CH:47][C:44]([C:45]#[N:46])=[CH:43][N:42]=2)[CH2:40][CH2:39][NH:38][CH2:37][CH2:36]1. (5) Given the product [F:1][C:2]1[CH:3]=[CH:4][C:5]([C:8]2[N:9]=[CH:10][N:11]3[CH2:16][CH2:15][N:14]([C:25]([NH:24][C:27]4[CH:32]=[CH:31][CH:30]=[CH:29][CH:28]=4)=[O:26])[CH2:13][C:12]=23)=[CH:6][CH:7]=1, predict the reactants needed to synthesize it. The reactants are: [F:1][C:2]1[CH:7]=[CH:6][C:5]([C:8]2[N:9]=[CH:10][N:11]3[CH2:16][CH2:15][NH:14][CH2:13][C:12]=23)=[CH:4][CH:3]=1.CCN(CC)CC.[N:24]([C:27]1[CH:32]=[CH:31][CH:30]=[CH:29][CH:28]=1)=[C:25]=[O:26]. (6) Given the product [Cl:29][C:26]1[CH:27]=[CH:28][C:23]([S:20]([CH:11]([C:12]2[CH:17]=[C:16]([F:18])[CH:15]=[CH:14][C:13]=2[F:19])[C:8]2[N:9]=[CH:10][C:5]([CH2:4][NH2:1])=[CH:6][CH:7]=2)(=[O:22])=[O:21])=[CH:24][CH:25]=1, predict the reactants needed to synthesize it. The reactants are: [N:1]([CH2:4][C:5]1[CH:6]=[CH:7][C:8]([CH:11]([S:20]([C:23]2[CH:28]=[CH:27][C:26]([Cl:29])=[CH:25][CH:24]=2)(=[O:22])=[O:21])[C:12]2[CH:17]=[C:16]([F:18])[CH:15]=[CH:14][C:13]=2[F:19])=[N:9][CH:10]=1)=[N+]=[N-].C(OCC)(=O)C.C(O)C.[H][H]. (7) Given the product [C:1]([O:5][C:6](=[O:7])[NH:8][C@H:9]([CH2:29][C:30]1[CH:35]=[C:34]([F:36])[C:33]([F:37])=[CH:32][C:31]=1[F:38])[CH2:10][C:11]([N:13]1[CH2:18][CH2:17][N:16]2[C:19]([C:25]([F:28])([F:26])[F:27])=[N:20][C:21]([C:22](=[O:23])[N:41]([CH3:42])[CH3:40])=[C:15]2[CH2:14]1)=[O:12])([CH3:2])([CH3:3])[CH3:4], predict the reactants needed to synthesize it. The reactants are: [C:1]([O:5][C:6]([NH:8][C@H:9]([CH2:29][C:30]1[CH:35]=[C:34]([F:36])[C:33]([F:37])=[CH:32][C:31]=1[F:38])[CH2:10][C:11]([N:13]1[CH2:18][CH2:17][N:16]2[C:19]([C:25]([F:28])([F:27])[F:26])=[N:20][C:21]([C:22](O)=[O:23])=[C:15]2[CH2:14]1)=[O:12])=[O:7])([CH3:4])([CH3:3])[CH3:2].Cl.[CH3:40][NH:41][CH3:42].O=C1N([ClH]P([ClH]N2CCOC2=O)=O)CCO1.C(N(CC)CC)C. (8) Given the product [CH2:7]([O:6][P:4]([CH2:9][O:10][C:11]1[CH:16]=[CH:15][C:14]([CH:22]=[CH2:23])=[CH:13][C:12]=1[N+:19]([O-:21])=[O:20])([O:3][CH2:1][CH3:2])=[O:5])[CH3:8], predict the reactants needed to synthesize it. The reactants are: [CH2:1]([O:3][P:4]([CH2:9][O:10][C:11]1[CH:16]=[CH:15][C:14](OC)=[CH:13][C:12]=1[N+:19]([O-:21])=[O:20])([O:6][CH2:7][CH3:8])=[O:5])[CH3:2].[CH2:22]([Sn](CCCC)(CCCC)C=C)[CH2:23]CC. (9) Given the product [C:1]([O:5][C:6](=[O:28])[NH:7][C:8]1([C:12]2[CH:13]=[CH:14][C:15]([C:18]3[N:29]=[C:30]4[C:35]([CH3:36])=[CH:34][C:33]([Br:37])=[CH:32][N:31]4[C:19]=3[C:20]3[CH:25]=[CH:24][CH:23]=[CH:22][CH:21]=3)=[CH:16][CH:17]=2)[CH2:9][CH2:10][CH2:11]1)([CH3:4])([CH3:2])[CH3:3], predict the reactants needed to synthesize it. The reactants are: [C:1]([O:5][C:6](=[O:28])[NH:7][C:8]1([C:12]2[CH:17]=[CH:16][C:15]([C:18](=O)[CH:19](Br)[C:20]3[CH:25]=[CH:24][CH:23]=[CH:22][CH:21]=3)=[CH:14][CH:13]=2)[CH2:11][CH2:10][CH2:9]1)([CH3:4])([CH3:3])[CH3:2].[NH2:29][C:30]1[C:35]([CH3:36])=[CH:34][C:33]([Br:37])=[CH:32][N:31]=1.C(N(CC)C(C)C)(C)C. (10) Given the product [C:1]([OH:13])(=[O:12])[CH2:2][C:3]([CH2:8][C:9]([OH:11])=[O:10])([C:5]([OH:7])=[O:6])[OH:4].[CH3:44][N:15]([CH3:14])[C:16]1([C:38]2[CH:43]=[CH:42][CH:41]=[CH:40][CH:39]=2)[CH2:17][CH2:18][CH:19]([NH:22][C:23]([NH:25][CH:26]([CH3:37])[CH2:27][C:28]2[C:36]3[C:31](=[CH:32][CH:33]=[CH:34][CH:35]=3)[NH:30][CH:29]=2)=[S:24])[CH2:20][CH2:21]1, predict the reactants needed to synthesize it. The reactants are: [C:1]([O-:13])(=[O:12])[CH2:2][C:3]([CH2:8][C:9]([O-:11])=[O:10])([C:5]([O-:7])=[O:6])[OH:4].[CH3:14][N:15]([CH3:44])[C:16]1([C:38]2[CH:43]=[CH:42][CH:41]=[CH:40][CH:39]=2)[CH2:21][CH2:20][CH:19]([NH:22][C:23]([NH:25][CH:26]([CH3:37])[CH2:27][C:28]2[C:36]3[C:31](=[CH:32][CH:33]=[CH:34][CH:35]=3)[NH:30][CH:29]=2)=[S:24])[CH2:18][CH2:17]1.C(O)(=O)CC(CC(O)=O)(C(O)=O)O.